Dataset: Forward reaction prediction with 1.9M reactions from USPTO patents (1976-2016). Task: Predict the product of the given reaction. (1) Given the reactants [C:1]([O:5][C@@H:6]([C:11]1[C:30]([CH3:31])=[CH:29][C:14]2[N:15]=[C:16]([N:18]3[CH2:22][CH2:21][CH:20](C4C=CC=CC=4)[CH2:19]3)[S:17][C:13]=2[C:12]=1[C:32]1[CH:37]=[CH:36][C:35]([Cl:38])=[CH:34][CH:33]=1)[C:7]([O:9]C)=[O:8])([CH3:4])([CH3:3])[CH3:2].[OH-:39].[Na+], predict the reaction product. The product is: [C:1]([O:5][C@@H:6]([C:11]1[C:30]([CH3:31])=[CH:29][C:14]2[N:15]=[C:16]([N:18]3[CH2:22][CH2:21][CH:20]([O:39][C:11]4[CH:30]=[CH:29][CH:14]=[CH:13][CH:12]=4)[CH2:19]3)[S:17][C:13]=2[C:12]=1[C:32]1[CH:37]=[CH:36][C:35]([Cl:38])=[CH:34][CH:33]=1)[C:7]([OH:9])=[O:8])([CH3:3])([CH3:2])[CH3:4]. (2) The product is: [C:1]([O:5][C:6]([N:8]1[CH2:12][CH2:11][CH2:10][C@H:9]1[CH2:13][NH:14][C:25]1[CH:16]=[N:17][C:18]2[C:23](=[CH:22][C:21]([F:26])=[C:20]([F:27])[CH:19]=2)[N:24]=1)=[O:7])([CH3:4])([CH3:3])[CH3:2]. Given the reactants [C:1]([O:5][C:6]([N:8]1[CH2:12][CH2:11][CH2:10][C@H:9]1[CH2:13][NH2:14])=[O:7])([CH3:4])([CH3:3])[CH3:2].Cl[C:16]1[CH:25]=[N:24][C:23]2[C:18](=[CH:19][C:20]([F:27])=[C:21]([F:26])[CH:22]=2)[N:17]=1, predict the reaction product.